From a dataset of Peptide-MHC class II binding affinity with 134,281 pairs from IEDB. Regression. Given a peptide amino acid sequence and an MHC pseudo amino acid sequence, predict their binding affinity value. This is MHC class II binding data. (1) The peptide sequence is LAKYKANWIEIMRIK. The MHC is DRB3_0202 with pseudo-sequence DRB3_0202. The binding affinity (normalized) is 0.744. (2) The peptide sequence is NRNNTFKPFAEYKSDYVYQPFPK. The MHC is DRB4_0101 with pseudo-sequence DRB4_0103. The binding affinity (normalized) is 0.230. (3) The peptide sequence is VPSPSMGRDIKVQFQ. The MHC is DRB1_1201 with pseudo-sequence DRB1_1201. The binding affinity (normalized) is 0.